From a dataset of hERG Central: cardiac toxicity at 1µM, 10µM, and general inhibition. Predict hERG channel inhibition at various concentrations. (1) The molecule is COc1ccc(C(=O)N2CCN(c3ccc(NC(=O)c4cccnc4)cc3)CC2)cc1. Results: hERG_inhib (hERG inhibition (general)): blocker. (2) The compound is Cl.O=C(/C=C/c1ccccc1)N1CCN(CC(O)COc2ccccc2)CC1. Results: hERG_inhib (hERG inhibition (general)): blocker.